This data is from Rat liver microsome stability data. The task is: Regression/Classification. Given a drug SMILES string, predict its absorption, distribution, metabolism, or excretion properties. Task type varies by dataset: regression for continuous measurements (e.g., permeability, clearance, half-life) or binary classification for categorical outcomes (e.g., BBB penetration, CYP inhibition). Dataset: rlm. (1) The molecule is CN(C)CCC(c1ccc2ccccc2c1)n1ncnn1. The result is 1 (stable in rat liver microsomes). (2) The molecule is COc1ccc(S(=O)(=O)c2cnc3ccc(OC)cc3c2N2CCC3(CC2)OCCO3)cc1. The result is 1 (stable in rat liver microsomes). (3) The molecule is Fc1cc(Nc2nc(-c3ccncc3)nc3ccccc23)ccc1-c1ccc2[nH]ncc2c1. The result is 0 (unstable in rat liver microsomes). (4) The drug is Cc1nc(C(=O)Nc2ccnc(Cl)c2)c(C)n1-c1ccc(F)cc1. The result is 0 (unstable in rat liver microsomes). (5) The compound is NC(=O)c1ccsc1NC(=O)Cc1ccccc1Cl. The result is 1 (stable in rat liver microsomes). (6) The result is 1 (stable in rat liver microsomes). The compound is O=S(=O)(Nc1nccs1)c1ccc(NCc2cc(Cl)cc(Br)c2O)cc1. (7) The compound is Clc1ccc2ncc(-c3cccc(NC4CCNC4)n3)n2c1. The result is 1 (stable in rat liver microsomes). (8) The molecule is CCOc1nc(NC(=O)C(C)(C)NC(=O)c2ccc3c(C4CCCC4)c(-c4ncc(Cl)cn4)n(C)c3c2)cnc1C=CC(=O)O. The result is 0 (unstable in rat liver microsomes).